Dataset: Forward reaction prediction with 1.9M reactions from USPTO patents (1976-2016). Task: Predict the product of the given reaction. (1) Given the reactants [Cl:1][C:2]1[C:7]([C:8]([CH3:10])=[CH2:9])=[CH:6][C:5]([NH2:11])=[C:4]([O:12][CH3:13])[CH:3]=1, predict the reaction product. The product is: [Cl:1][C:2]1[C:7]([CH:8]([CH3:10])[CH3:9])=[CH:6][C:5]([NH2:11])=[C:4]([O:12][CH3:13])[CH:3]=1. (2) Given the reactants [F:1][C:2]1[CH:3]=[CH:4][C:5]([OH:16])=[C:6]([C:8](=[O:15])[CH2:9][N:10]2[CH:14]=[CH:13][N:12]=[CH:11]2)[CH:7]=1.[CH3:17][Mg]Br, predict the reaction product. The product is: [F:1][C:2]1[CH:3]=[CH:4][C:5]([OH:16])=[C:6]([C:8]([OH:15])([CH3:17])[CH2:9][N:10]2[CH:14]=[CH:13][N:12]=[CH:11]2)[CH:7]=1.